Task: Multi-output Regression. Predict 5 antibody developability metrics.. Dataset: TAP: 5 developability metrics (CDR length, charge patches, hydrophobicity) (1) Developability metrics: CDR_Length=52.0, PSH=157, PPC=0.446, PNC=0.0422, SFvCSP=-7.79. The antibody is ["['QVQLQQSGAEVKKPGSSVRVSCKASGGTFNNNAINWVRQAPGQGLEWMGGIIPMFGTAKYSQNFQGRVAITADESTGTASMELSSLRSEDTAVYYCARSRDLLLFPHHALSPWGRGTMVTVSS'\\n 'SSELTQDPAVSVALGQTVRVTCQGDSLRSYYASWYQQKPGQAPVLVIYGKNNRPSGIPDRFSGSSSGNTASLTITGAQAEDEADYYCSSRDSSGNHWVFGGGTELTVL']"]. (2) The antibody is ["['EVQLLESGGGLVQPGGSLRLSCAVSGFTFNSFAMSWVRQAPGKGLEWVSAISGSGGGTYYADSVKGRFTISRDNSKNTLYLQMNSLRAEDTAVYFCAKDKILWFGEPVFDYWGQGTLVTVSS'\\n 'EIVLTQSPATLSLSPGERATLSCRASQSVSSYLAWYQQKPGQAPRLLIYDASNRATGIPARFSGSGSGTDFTLTISSLEPEDFAVYYCQQRSNWPPTFGQGTKVEIK']"]. Developability metrics: CDR_Length=49.0, PSH=132, PPC=0.0887, PNC=0.272, SFvCSP=0.